Dataset: Forward reaction prediction with 1.9M reactions from USPTO patents (1976-2016). Task: Predict the product of the given reaction. (1) Given the reactants C(OC([N:8]1[CH2:13][CH2:12][CH:11]([N:14]([CH3:35])[C:15](=[O:34])[C:16]2[CH:21]=[CH:20][C:19]([C:22]3[NH:23][C:24](=[O:33])[C:25]4[C:30]([CH:31]=3)=[C:29]([CH3:32])[CH:28]=[CH:27][CH:26]=4)=[CH:18][CH:17]=2)[CH2:10][CH2:9]1)=O)(C)(C)C.C(Cl)Cl.C(O)(C(F)(F)F)=O, predict the reaction product. The product is: [CH3:35][N:14]([CH:11]1[CH2:12][CH2:13][NH:8][CH2:9][CH2:10]1)[C:15](=[O:34])[C:16]1[CH:21]=[CH:20][C:19]([C:22]2[NH:23][C:24](=[O:33])[C:25]3[C:30]([CH:31]=2)=[C:29]([CH3:32])[CH:28]=[CH:27][CH:26]=3)=[CH:18][CH:17]=1. (2) Given the reactants N[C:2]1[CH:17]=[C:16]([N+:18]([O-:20])=[O:19])[CH:15]=[CH:14][C:3]=1[C:4]([N:6]([C:8]1[CH:13]=[CH:12][CH:11]=[CH:10][CH:9]=1)[NH2:7])=O.N([O-])=[O:22].[Na+], predict the reaction product. The product is: [N+:18]([C:16]1[CH:17]=[C:4]2[C:3]([C:2](=[O:22])[NH:7][N:6]2[C:8]2[CH:9]=[CH:10][CH:11]=[CH:12][CH:13]=2)=[CH:14][CH:15]=1)([O-:20])=[O:19]. (3) Given the reactants CC([O-])=O.[Na+].N(C(OCC1C=CC=CC=1)=O)[C@H](C(N[C@H](C([NH:16][C@H:17]([C:22]([OH:24])=[O:23])[CH2:18][C:19](=O)[OH:20])=O)C)=O)C.[NH2:35]C1C=C2C(C(C)=CC(=O)O2)=CC=1, predict the reaction product. The product is: [NH2:16][C@H:17]([C:22]([OH:24])=[O:23])[CH2:18][C:19](=[O:20])[NH2:35]. (4) Given the reactants [Br:1][C:2]1[CH:11]=[C:10]2[C:5]([CH2:6][CH2:7][C:8](=[CH2:13])[C:9]2=[O:12])=[CH:4][CH:3]=1.[Cl-].[NH4+].[CH2:16]1COCC1, predict the reaction product. The product is: [Br:1][C:2]1[CH:11]=[C:10]2[C:5]([CH2:6][CH2:7][C:8](=[CH2:13])[C:9]2([CH3:16])[OH:12])=[CH:4][CH:3]=1. (5) Given the reactants Br[CH2:2][CH2:3][CH2:4][CH2:5][CH2:6][CH2:7][C:8]1[C:14]2[CH:15]=[CH:16][C:17]([OH:19])=[CH:18][C:13]=2[CH2:12][CH2:11][CH2:10][C:9]=1[C:20]1[CH:25]=[CH:24][CH:23]=[C:22]([OH:26])[CH:21]=1.[CH3:27][C:28]([OH:43])([CH3:42])[CH2:29][NH:30][CH2:31][CH2:32][CH2:33][S:34]([CH2:36][CH2:37][C:38]([F:41])([F:40])[F:39])=[O:35], predict the reaction product. The product is: [OH:43][C:28]([CH3:42])([CH3:27])[CH2:29][N:30]([CH2:31][CH2:32][CH2:33][S:34]([CH2:36][CH2:37][C:38]([F:41])([F:39])[F:40])=[O:35])[CH2:2][CH2:3][CH2:4][CH2:5][CH2:6][CH2:7][C:8]1[C:14]2[CH:15]=[CH:16][C:17]([OH:19])=[CH:18][C:13]=2[CH2:12][CH2:11][CH2:10][C:9]=1[C:20]1[CH:25]=[CH:24][CH:23]=[C:22]([OH:26])[CH:21]=1. (6) Given the reactants [S:1]1[C:5]2[CH:6]=[CH:7][CH:8]=[CH:9][C:4]=2[N:3]=[C:2]1[N:10](COCC[Si](C)(C)C)[C:11]([C:13]1[CH:14]=[CH:15][CH:16]=[C:17]2[C:22]=1[CH2:21][N:20]([C:23]1[S:24][C:25]([CH2:35][CH2:36][CH2:37][OH:38])=[C:26]([C:28]([O:30]C(C)(C)C)=[O:29])[N:27]=1)[CH2:19][CH2:18]2)=[O:12].[ClH:47].CO, predict the reaction product. The product is: [S:1]1[C:5]2[CH:6]=[CH:7][CH:8]=[CH:9][C:4]=2[N:3]=[C:2]1[NH:10][C:11]([C:13]1[CH:14]=[CH:15][CH:16]=[C:17]2[C:22]=1[CH2:21][N:20]([C:23]1[S:24][C:25]([CH2:35][CH2:36][CH2:37][OH:38])=[C:26]([C:28]([OH:30])=[O:29])[N:27]=1)[CH2:19][CH2:18]2)=[O:12].[ClH:47].